Dataset: Full USPTO retrosynthesis dataset with 1.9M reactions from patents (1976-2016). Task: Predict the reactants needed to synthesize the given product. Given the product [CH2:1]([C:8]1[CH:13]=[CH:12][C:11]2[NH:14][C:15]([C:16]3[CH:21]=[CH:20][C:19]([CH2:22][OH:23])=[CH:18][C:17]=3[F:27])=[N:29][C:10]=2[CH:9]=1)[C:2]1[CH:7]=[CH:6][CH:5]=[CH:4][CH:3]=1, predict the reactants needed to synthesize it. The reactants are: [CH2:1]([C:8]1[CH:13]=[CH:12][C:11]([NH:14][C:15](=O)[C:16]2[CH:21]=[CH:20][C:19]([CH:22](OC)[O:23]C)=[CH:18][C:17]=2[F:27])=[C:10]([N+:29]([O-])=O)[CH:9]=1)[C:2]1[CH:7]=[CH:6][CH:5]=[CH:4][CH:3]=1.CC(O)=O.CCO.